From a dataset of Catalyst prediction with 721,799 reactions and 888 catalyst types from USPTO. Predict which catalyst facilitates the given reaction. (1) Reactant: Cl.[CH3:2][O:3][C:4](=[O:9])[C@H:5]([CH2:7][OH:8])[NH2:6].CN1CCOCC1.[C:17](O)(=[O:35])[CH2:18][CH2:19][CH2:20][CH2:21][CH2:22][CH2:23][CH2:24][CH2:25][CH2:26][CH2:27][CH2:28][CH2:29][CH2:30][CH2:31][CH2:32][CH2:33][CH3:34].ON1C2C=CC=CC=2N=N1.C1(N=C=NC2CCCCC2)CCCCC1. Product: [CH3:2][O:3][C:4](=[O:9])[C@H:5]([CH2:7][OH:8])[NH:6][C:17](=[O:35])[CH2:18][CH2:19][CH2:20][CH2:21][CH2:22][CH2:23][CH2:24][CH2:25][CH2:26][CH2:27][CH2:28][CH2:29][CH2:30][CH2:31][CH2:32][CH2:33][CH3:34]. The catalyst class is: 4. (2) Reactant: [Br:1][C:2]1[CH:7]=[C:6]([Cl:8])[N:5]=[C:4](Cl)[CH:3]=1.Cl.[O:11]1CCOCC1. Product: [Br:1][C:2]1[CH:7]=[C:6]([Cl:8])[N:5]=[C:4]([OH:11])[CH:3]=1. The catalyst class is: 74. (3) Reactant: [Cl:1][C:2]1[C:26]([C:27]([F:30])([F:29])[F:28])=[CH:25][C:5]2[NH:6][C:7](=[O:24])[CH2:8][C:9]([C:11]3[CH:16]=[CH:15][CH:14]=[C:13]([N:17]4[C:21]([CH2:22]O)=[CH:20][N:19]=[N:18]4)[CH:12]=3)=[N:10][C:4]=2[CH:3]=1.S(Cl)(Cl)=O.[Cl-].[CH:36]1([NH2:39])[CH2:38][CH2:37]1. Product: [Cl:1][C:2]1[C:26]([C:27]([F:28])([F:29])[F:30])=[CH:25][C:5]2[NH:6][C:7](=[O:24])[CH2:8][C:9]([C:11]3[CH:16]=[CH:15][CH:14]=[C:13]([N:17]4[C:21]([CH2:22][NH:39][CH:36]5[CH2:38][CH2:37]5)=[CH:20][N:19]=[N:18]4)[CH:12]=3)=[N:10][C:4]=2[CH:3]=1. The catalyst class is: 139.